From a dataset of Catalyst prediction with 721,799 reactions and 888 catalyst types from USPTO. Predict which catalyst facilitates the given reaction. Reactant: [CH3:1][C:2]1([CH2:21][CH2:22][CH:23]=[C:24]2[S:28][C:27](=[O:29])[NH:26][C:25]2=[O:30])[CH2:11][CH2:10][C:9]2[C:4](=[C:5]([CH3:20])[C:6]([CH3:19])=[C:7]([O:12]C3CCCCO3)[CH:8]=2)[O:3]1.O. Product: [OH:12][C:7]1[CH:8]=[C:9]2[C:4](=[C:5]([CH3:20])[C:6]=1[CH3:19])[O:3][C:2]([CH2:21][CH2:22][CH:23]=[C:24]1[S:28][C:27](=[O:29])[NH:26][C:25]1=[O:30])([CH3:1])[CH2:11][CH2:10]2. The catalyst class is: 240.